Dataset: Reaction yield outcomes from USPTO patents with 853,638 reactions. Task: Predict the reaction yield, written as a fraction of the theoretical maximum amount of product (1.0 means a 100% yield; for example, 0.34 means a 34% yield). (1) The reactants are C1(P(C2C=CC=CC=2)C2C=CC=CC=2)C=CC=CC=1.[C:20]([O:24][C:25]([N:27]1[CH2:32][CH2:31][CH:30]([OH:33])[CH2:29][CH2:28]1)=[O:26])([CH3:23])([CH3:22])[CH3:21].[Br:34][C:35]1[CH:44]=[CH:43][C:42](O)=[C:41]2[C:36]=1[CH:37]=[N:38][C:39]([Cl:46])=[N:40]2. The catalyst is C1COCC1. The product is [Br:34][C:35]1[CH:44]=[CH:43][C:42]([O:33][CH:30]2[CH2:31][CH2:32][N:27]([C:25]([O:24][C:20]([CH3:23])([CH3:21])[CH3:22])=[O:26])[CH2:28][CH2:29]2)=[C:41]2[C:36]=1[CH:37]=[N:38][C:39]([Cl:46])=[N:40]2. The yield is 0.900. (2) The reactants are [Cl:1][C:2]1[CH:3]=[N:4][N:5]([CH3:16])[C:6]=1[C:7]1[CH:8]=[C:9]([C:13]([OH:15])=O)[S:10][C:11]=1[CH3:12].C(N(CC)C(C)C)(C)C.[NH2:26][C@@H:27]([CH2:40][CH:41]1[CH2:46][CH2:45][CH2:44][CH2:43][CH2:42]1)[CH2:28][N:29]1[C:37](=[O:38])[C:36]2[C:31](=[CH:32][CH:33]=[CH:34][CH:35]=2)[C:30]1=[O:39].CC(OC(N[C@H](C(O)=O)CC1C=CC=CC=1C(F)(F)F)=O)(C)C.F[P-](F)(F)(F)(F)F.Br[P+](N1CCCC1)(N1CCCC1)N1CCCC1. The catalyst is C(Cl)Cl. The product is [Cl:1][C:2]1[CH:3]=[N:4][N:5]([CH3:16])[C:6]=1[C:7]1[CH:8]=[C:9]([C:13]([NH:26][C@H:27]([CH2:28][N:29]2[C:37](=[O:38])[C:36]3[C:31](=[CH:32][CH:33]=[CH:34][CH:35]=3)[C:30]2=[O:39])[CH2:40][CH:41]2[CH2:46][CH2:45][CH2:44][CH2:43][CH2:42]2)=[O:15])[S:10][C:11]=1[CH3:12]. The yield is 0.710. (3) The reactants are [CH2:1]([O:3][CH:4]=[CH:5][C:6]([O:8]CC)=[O:7])[CH3:2].[OH-].[Na+:12]. The catalyst is O. The product is [CH2:1]([O:3][CH:4]=[CH:5][C:6]([O-:8])=[O:7])[CH3:2].[Na+:12]. The yield is 0.970. (4) The reactants are C(NC(C)C)(C)C.C([Li])CCC.[CH3:13][O:14][C:15](=[O:25])[CH2:16][C:17]1[CH:22]=[CH:21][C:20]([Cl:23])=[C:19]([Cl:24])[CH:18]=1.I[CH2:27][CH:28]1[CH2:32][CH2:31][C:30]2([O:37][CH2:36][CH2:35][CH2:34][O:33]2)[CH2:29]1. The catalyst is O1CCCC1.CN1CCCN(C)C1=O. The product is [CH3:13][O:14][C:15](=[O:25])[CH:16]([C:17]1[CH:22]=[CH:21][C:20]([Cl:23])=[C:19]([Cl:24])[CH:18]=1)[CH2:27][CH:28]1[CH2:32][CH2:31][C:30]2([O:33][CH2:34][CH2:35][CH2:36][O:37]2)[CH2:29]1. The yield is 0.770. (5) The reactants are [C:1]([O:5][C:6]([NH:8][C@@H:9]([CH2:13][O:14][CH3:15])[C:10](O)=[O:11])=[O:7])([CH3:4])([CH3:3])[CH3:2].CN1CCOCC1.CC(C)COC(Cl)=O.[BH4-].[Na+].Cl. The catalyst is C1COCC1.O.CCOC(C)=O. The product is [OH:11][CH2:10][C@@H:9]([NH:8][C:6](=[O:7])[O:5][C:1]([CH3:3])([CH3:2])[CH3:4])[CH2:13][O:14][CH3:15]. The yield is 0.580. (6) The reactants are Br[CH2:2][C:3](=O)[CH2:4][CH2:5][CH2:6][CH2:7][CH3:8].[NH2:10][C:11]1[N:16]=[N:15][C:14]([N:17]2[CH2:22][CH2:21][N:20]([C:23]([C:25]3[CH:30]=[CH:29][CH:28]=[CH:27][C:26]=3[C:31]([F:34])([F:33])[F:32])=[O:24])[CH2:19][CH2:18]2)=[CH:13][CH:12]=1. No catalyst specified. The product is [CH2:4]([C:3]1[N:10]=[C:11]2[CH:12]=[CH:13][C:14]([N:17]3[CH2:18][CH2:19][N:20]([C:23]([C:25]4[CH:30]=[CH:29][CH:28]=[CH:27][C:26]=4[C:31]([F:34])([F:33])[F:32])=[O:24])[CH2:21][CH2:22]3)=[N:15][N:16]2[CH:2]=1)[CH2:5][CH2:6][CH2:7][CH3:8]. The yield is 0.620.